This data is from Peptide-MHC class I binding affinity with 185,985 pairs from IEDB/IMGT. The task is: Regression. Given a peptide amino acid sequence and an MHC pseudo amino acid sequence, predict their binding affinity value. This is MHC class I binding data. (1) The peptide sequence is GADPNACDK. The MHC is HLA-A11:01 with pseudo-sequence HLA-A11:01. The binding affinity (normalized) is 0.192. (2) The peptide sequence is VTLLAIIKGI. The MHC is Mamu-A01 with pseudo-sequence Mamu-A01. The binding affinity (normalized) is 0.294. (3) The peptide sequence is KSYSLIRPK. The MHC is HLA-B54:01 with pseudo-sequence HLA-B54:01. The binding affinity (normalized) is 0. (4) The MHC is HLA-A68:02 with pseudo-sequence HLA-A68:02. The peptide sequence is TQGYFPDWQNY. The binding affinity (normalized) is 0. (5) The peptide sequence is QILQPILQR. The MHC is HLA-A31:01 with pseudo-sequence HLA-A31:01. The binding affinity (normalized) is 0.538.